From a dataset of Forward reaction prediction with 1.9M reactions from USPTO patents (1976-2016). Predict the product of the given reaction. (1) The product is: [CH3:8][CH:7]([CH3:9])[CH2:6][CH2:5][C:13]([C:15]1[CH:19]=[CH:18][S:17][CH:16]=1)=[O:14]. Given the reactants [Mg].II.Br[CH2:5][CH2:6][CH:7]([CH3:9])[CH3:8].CON(C)[C:13]([C:15]1[CH:19]=[CH:18][S:17][CH:16]=1)=[O:14], predict the reaction product. (2) Given the reactants [Cl:1][C:2]1[CH:10]=[C:9]2[C:5]([CH:6]([C:12]3[CH:17]=[CH:16][C:15]([O:18][CH3:19])=[CH:14][CH:13]=3)[C:7](=[O:11])[NH:8]2)=[CH:4][CH:3]=1.[CH2:20](Br)[C:21]1[CH:26]=[CH:25][CH:24]=[CH:23][CH:22]=1.[I-].[K+].C(=O)([O-])[O-].[K+].[K+], predict the reaction product. The product is: [CH2:20]([C:6]1([C:12]2[CH:17]=[CH:16][C:15]([O:18][CH3:19])=[CH:14][CH:13]=2)[C:5]2[C:9](=[CH:10][C:2]([Cl:1])=[CH:3][CH:4]=2)[NH:8][C:7]1=[O:11])[C:21]1[CH:26]=[CH:25][CH:24]=[CH:23][CH:22]=1.